Task: Predict which catalyst facilitates the given reaction.. Dataset: Catalyst prediction with 721,799 reactions and 888 catalyst types from USPTO (1) Reactant: [Cl:1][C:2]1[CH:3]=[N:4][CH:5]=[C:6]([Cl:19])[C:7]=1[C:8]1[C:12]([C:13](O)=[O:14])=[C:11]([CH:16]([CH3:18])[CH3:17])[O:10][N:9]=1.C(N(CC)CC)C.C(OC(Cl)=O)(C)C.C1(C)C=CC=CC=1.[BH4-].[Na+]. Product: [Cl:1][C:2]1[CH:3]=[N:4][CH:5]=[C:6]([Cl:19])[C:7]=1[C:8]1[C:12]([CH2:13][OH:14])=[C:11]([CH:16]([CH3:17])[CH3:18])[O:10][N:9]=1. The catalyst class is: 20. (2) Reactant: Br[C:2]1[C:7]([N+:8]([O-:10])=[O:9])=[CH:6][C:5]([Cl:11])=[CH:4][N:3]=1.[Na+].[I-:13].O. Product: [Cl:11][C:5]1[CH:6]=[C:7]([N+:8]([O-:10])=[O:9])[C:2]([I:13])=[N:3][CH:4]=1. The catalyst class is: 3. (3) Reactant: F[P-](F)(F)(F)(F)F.C[N+](C)=C(N(C)C)ON1C2N=CC=CC=2N=N1.Cl.[NH2:26][CH2:27][C:28]1[CH:29]=[C:30]([CH:42]=[CH:43][CH:44]=1)[O:31][C:32]1[CH:41]=[CH:40][C:35]([C:36]([O:38][CH3:39])=[O:37])=[CH:34][CH:33]=1.[NH2:45][C:46]1[N:55]=[C:54]([N:56]2[CH2:61][CH2:60][N:59]([CH3:62])[CH2:58][CH2:57]2)[C:53]2[C:48](=[CH:49][C:50]([C:63](O)=[O:64])=[CH:51][CH:52]=2)[N:47]=1.C(N(CC)C(C)C)(C)C. Product: [NH2:45][C:46]1[N:55]=[C:54]([N:56]2[CH2:57][CH2:58][N:59]([CH3:62])[CH2:60][CH2:61]2)[C:53]2[C:48](=[CH:49][C:50]([C:63]([NH:26][CH2:27][C:28]3[CH:29]=[C:30]([CH:42]=[CH:43][CH:44]=3)[O:31][C:32]3[CH:41]=[CH:40][C:35]([C:36]([O:38][CH3:39])=[O:37])=[CH:34][CH:33]=3)=[O:64])=[CH:51][CH:52]=2)[N:47]=1. The catalyst class is: 9. (4) Reactant: [CH3:1][C:2]([CH3:9])([CH3:8])[C:3](=O)[CH2:4][C:5]#[N:6].[OH:10][CH2:11][CH2:12][NH:13][NH2:14]. Product: [NH2:6][C:5]1[N:13]([CH2:12][CH2:11][OH:10])[N:14]=[C:3]([C:2]([CH3:9])([CH3:8])[CH3:1])[CH:4]=1. The catalyst class is: 14. (5) Reactant: C([O:3][C:4](=[O:36])[CH2:5][C:6]1[CH:11]=[CH:10][C:9]([C:12]2[CH:17]=[CH:16][CH:15]=[C:14]([N:18]3[C:22]([NH:23][C:24]([O:26][C@@H:27]([C:29]4[CH:34]=[CH:33][CH:32]=[CH:31][CH:30]=4)[CH3:28])=[O:25])=[C:21]([CH3:35])[N:20]=[N:19]3)[CH:13]=2)=[CH:8][CH:7]=1)C.[CH2:37]1COC[CH2:38]1.[Li+].[OH-]. Product: [CH3:35][C:21]1[N:20]=[N:19][N:18]([C:14]2[CH:13]=[C:12]([C:9]3[CH:8]=[CH:7][C:6]([C:5]4([C:4]([OH:3])=[O:36])[CH2:38][CH2:37]4)=[CH:11][CH:10]=3)[CH:17]=[CH:16][CH:15]=2)[C:22]=1[NH:23][C:24]([O:26][C@@H:27]([C:29]1[CH:34]=[CH:33][CH:32]=[CH:31][CH:30]=1)[CH3:28])=[O:25]. The catalyst class is: 6. (6) Reactant: [N:1]1([C:7]2[C:16]3[CH:15]=[CH:14][CH:13]=[C:12]([NH2:17])[C:11]=3[CH:10]=[CH:9][N:8]=2)[CH2:6][CH2:5][CH2:4][CH2:3][CH2:2]1.Cl[C:19]1[N:28]=[CH:27][C:26]([CH:29]2[CH2:31][CH2:30]2)=[CH:25][C:20]=1[C:21]([O:23][CH3:24])=[O:22].C(=O)([O-])[O-].[Cs+].[Cs+]. Product: [CH:29]1([C:26]2[CH:27]=[N:28][C:19]([NH:17][C:12]3[CH:13]=[CH:14][CH:15]=[C:16]4[C:11]=3[CH:10]=[CH:9][N:8]=[C:7]4[N:1]3[CH2:2][CH2:3][CH2:4][CH2:5][CH2:6]3)=[C:20]([CH:25]=2)[C:21]([O:23][CH3:24])=[O:22])[CH2:30][CH2:31]1. The catalyst class is: 187. (7) Reactant: [NH:1]1[C:9]2[C:4](=[CH:5][CH:6]=[CH:7][CH:8]=2)[C:3]([CH2:10][CH:11]([NH2:24])[C:12]2[NH:13][CH:14]=[C:15]([C:17]3[CH:22]=[CH:21][C:20]([F:23])=[CH:19][N:18]=3)[N:16]=2)=[CH:2]1.C([O-])(=O)C.[Na+].[Si](OCC)(OCC)(OCC)OCC.[CH3:43][C:44]1[O:48][N:47]=[C:46]([C:49]([C:51]2[CH:52]=[N:53][N:54]([CH2:56]C)[CH:55]=2)=O)[N:45]=1.[OH-].[Na+]. Product: [F:23][C:20]1[CH:21]=[CH:22][C:17]([C:15]2[N:16]=[C:12]([CH:11]3[CH2:10][C:3]4[C:4]5[C:9](=[CH:8][CH:7]=[CH:6][CH:5]=5)[NH:1][C:2]=4[C:49]([C:46]4[N:45]=[C:44]([CH3:43])[O:48][N:47]=4)([C:51]4[CH:52]=[N:53][N:54]([CH3:56])[CH:55]=4)[NH:24]3)[NH:13][CH:14]=2)=[N:18][CH:19]=1. The catalyst class is: 16.